Dataset: Catalyst prediction with 721,799 reactions and 888 catalyst types from USPTO. Task: Predict which catalyst facilitates the given reaction. (1) Reactant: [CH2:1]1[C:9]2[C:4](=[CH:5][CH:6]=[CH:7][CH:8]=2)[CH2:3][NH:2]1.[CH2:10]([O:12][C:13](=[O:33])[CH2:14][C:15]1[CH:16]=[C:17]2[C:21](=[CH:22][CH:23]=1)[N:20]([C:24]([O:26][C:27]([CH3:30])([CH3:29])[CH3:28])=[O:25])[C:19](=[O:31])[C:18]2=[O:32])[CH3:11]. Product: [C:27]([O:26][C:24]([NH:20][C:21]1[CH:22]=[CH:23][C:15]([CH2:14][C:13]([O:12][CH2:10][CH3:11])=[O:33])=[CH:16][C:17]=1[C:18](=[O:32])[C:19]([N:2]1[CH2:3][C:4]2[C:9](=[CH:8][CH:7]=[CH:6][CH:5]=2)[CH2:1]1)=[O:31])=[O:25])([CH3:29])([CH3:28])[CH3:30]. The catalyst class is: 7. (2) Reactant: Cl[C:2]1[C:3]2[C:4](=[CH:19][N:20](CC3C=CC(OC)=CC=3)[N:21]=2)[N:5]=[C:6]([C:8]2[CH:9]=[C:10]([NH:14][S:15]([CH3:18])(=[O:17])=[O:16])[CH:11]=[CH:12][CH:13]=2)[N:7]=1.[NH2:31][C:32]1[CH:37]=[CH:36][C:35]([N:38]2[CH2:43][CH2:42][N:41]([C:44](=[O:46])[CH3:45])[CH2:40][CH2:39]2)=[CH:34][CH:33]=1.Cl. Product: [C:44]([N:41]1[CH2:40][CH2:39][N:38]([C:35]2[CH:36]=[CH:37][C:32]([NH:31][C:2]3[C:3]4[NH:21][N:20]=[CH:19][C:4]=4[N:5]=[C:6]([C:8]4[CH:9]=[C:10]([NH:14][S:15]([CH3:18])(=[O:16])=[O:17])[CH:11]=[CH:12][CH:13]=4)[N:7]=3)=[CH:33][CH:34]=2)[CH2:43][CH2:42]1)(=[O:46])[CH3:45]. The catalyst class is: 71. (3) Reactant: Cl[C:2]1[C:7]([C:8]([NH:10][C:11]2[CH:12]=[C:13]3[C:18](=[CH:19][CH:20]=2)[CH2:17][N:16]([C:21]([O:23][C:24]([CH3:27])([CH3:26])[CH3:25])=[O:22])[CH2:15][CH2:14]3)=[O:9])=[CH:6][CH:5]=[C:4]([CH3:28])[N:3]=1.[CH3:29][CH:30]1[CH2:35][CH2:34][NH:33][CH2:32][CH2:31]1.O. Product: [CH3:28][C:4]1[N:3]=[C:2]([N:33]2[CH2:34][CH2:35][CH:30]([CH3:29])[CH2:31][CH2:32]2)[C:7]([C:8]([NH:10][C:11]2[CH:12]=[C:13]3[C:18](=[CH:19][CH:20]=2)[CH2:17][N:16]([C:21]([O:23][C:24]([CH3:27])([CH3:26])[CH3:25])=[O:22])[CH2:15][CH2:14]3)=[O:9])=[CH:6][CH:5]=1. The catalyst class is: 7. (4) Reactant: I[C:2]1[CH:7]=[CH:6][C:5]([C:8]([F:11])([F:10])[F:9])=[CH:4][CH:3]=1.[CH2:12]([OH:17])[CH2:13][CH2:14][C:15]#[CH:16]. Product: [F:9][C:8]([F:11])([F:10])[C:5]1[CH:6]=[CH:7][C:2]([C:16]#[C:15][CH2:14][CH2:13][CH2:12][OH:17])=[CH:3][CH:4]=1. The catalyst class is: 73. (5) Reactant: CC1(C)C(C)(C)OB([C:9]2[CH:10]=[N:11][CH:12]=[C:13]([CH:18]=2)[C:14]([O:16][CH3:17])=[O:15])O1.Br[C:21]1[C:22]([N:41]([CH3:46])[S:42]([CH3:45])(=[O:44])=[O:43])=[CH:23][C:24]2[O:28][C:27]([C:29]3[CH:34]=[CH:33][C:32]([F:35])=[CH:31][CH:30]=3)=[C:26]([C:36]([NH:38][CH3:39])=[O:37])[C:25]=2[CH:40]=1. Product: [F:35][C:32]1[CH:33]=[CH:34][C:29]([C:27]2[O:28][C:24]3[CH:23]=[C:22]([N:41]([CH3:46])[S:42]([CH3:45])(=[O:43])=[O:44])[C:21]([C:9]4[CH:10]=[N:11][CH:12]=[C:13]([CH:18]=4)[C:14]([O:16][CH3:17])=[O:15])=[CH:40][C:25]=3[C:26]=2[C:36](=[O:37])[NH:38][CH3:39])=[CH:30][CH:31]=1. The catalyst class is: 151. (6) Reactant: [N:1]1[CH:6]=[CH:5][CH:4]=[CH:3][C:2]=1[C:7]1[N:11]=[C:10]([C:12]2[CH:13]=[N:14][CH:15]=[C:16](Br)[CH:17]=2)[O:9][N:8]=1.[N:19]1[CH:24]=[C:23](B(O)O)[CH:22]=[N:21][CH:20]=1.C(=O)([O-])[O-].[Na+].[Na+]. Product: [N:1]1[CH:6]=[CH:5][CH:4]=[CH:3][C:2]=1[C:7]1[N:11]=[C:10]([C:12]2[CH:13]=[N:14][CH:15]=[C:16]([C:23]3[CH:24]=[N:19][CH:20]=[N:21][CH:22]=3)[CH:17]=2)[O:9][N:8]=1. The catalyst class is: 276. (7) Reactant: [CH2:1]([N:3]1[CH:7]=[C:6]([C:8]2[CH:9]=[C:10]([CH:23]=[CH:24][CH:25]=2)[CH2:11][CH2:12][O:13][CH2:14][CH2:15][C:16]([O:18]C(C)(C)C)=[O:17])[N:5]=[N:4]1)[CH3:2].C(O)(C(F)(F)F)=O. Product: [CH2:1]([N:3]1[CH:7]=[C:6]([C:8]2[CH:9]=[C:10]([CH:23]=[CH:24][CH:25]=2)[CH2:11][CH2:12][O:13][CH2:14][CH2:15][C:16]([OH:18])=[O:17])[N:5]=[N:4]1)[CH3:2]. The catalyst class is: 2. (8) Reactant: [CH3:1][O:2][C:3]1[CH:8]=[C:7]([N+:9]([O-:11])=[O:10])[CH:6]=[CH:5][C:4]=1[N:12]=[C:13]=[O:14].[NH2:15][C:16]1[S:17][C:18]([C:21]([F:24])([F:23])[F:22])=[N:19][N:20]=1. Product: [CH3:1][O:2][C:3]1[CH:8]=[C:7]([N+:9]([O-:11])=[O:10])[CH:6]=[CH:5][C:4]=1[NH:12][C:13]([NH:15][C:16]1[S:17][C:18]([C:21]([F:24])([F:23])[F:22])=[N:19][N:20]=1)=[O:14]. The catalyst class is: 251. (9) Reactant: [C:1](/[C:3](=[C:7](/[N:9]1[CH2:14][CH2:13][CH:12]([C:15]2[CH:20]=[CH:19][CH:18]=[CH:17][CH:16]=2)[CH2:11][CH2:10]1)\[CH3:8])/[C:4](=[S:6])[NH2:5])#[N:2].CO[CH:23](OC)[N:24]([CH3:26])[CH3:25]. Product: [C:1](/[C:3](=[C:7](/[N:9]1[CH2:14][CH2:13][CH:12]([C:15]2[CH:20]=[CH:19][CH:18]=[CH:17][CH:16]=2)[CH2:11][CH2:10]1)\[CH3:8])/[C:4](=[S:6])/[N:5]=[CH:23]/[N:24]([CH3:26])[CH3:25])#[N:2]. The catalyst class is: 8.